From a dataset of Reaction yield outcomes from USPTO patents with 853,638 reactions. Predict the reaction yield, written as a fraction of the theoretical maximum amount of product (1.0 means a 100% yield; for example, 0.34 means a 34% yield). (1) The reactants are [CH:1]([C:4]1[CH:5]=[C:6]([CH:18]=[CH:19][CH:20]=1)[O:7][CH2:8][C:9]([NH:11][CH2:12][CH2:13][CH2:14][C:15]([OH:17])=[O:16])=[O:10])([CH3:3])[CH3:2].[N+:21]([C:24]1[CH:25]=[C:26]([S:30]([CH2:33][CH2:34]O)(=[O:32])=[O:31])[CH:27]=[CH:28][CH:29]=1)([O-:23])=[O:22].CC1C=CC(S(O)(=O)=O)=CC=1.O. The catalyst is C1C=CC=CC=1. The product is [N+:21]([C:24]1[CH:25]=[C:26]([S:30]([CH2:33][CH2:34][O:16][C:15](=[O:17])[CH2:14][CH2:13][CH2:12][NH:11][C:9](=[O:10])[CH2:8][O:7][C:6]2[CH:18]=[CH:19][CH:20]=[C:4]([CH:1]([CH3:3])[CH3:2])[CH:5]=2)(=[O:32])=[O:31])[CH:27]=[CH:28][CH:29]=1)([O-:23])=[O:22]. The yield is 0.970. (2) The product is [Br:1][C:2]1[CH:7]=[CH:6][C:5]([F:8])=[CH:4][C:3]=1[N:9]1[C:20](=[O:29])[NH:17][CH:11]=[N:10]1. The catalyst is C1(C)C=CC=CC=1. The yield is 0.670. The reactants are [Br:1][C:2]1[CH:7]=[CH:6][C:5]([F:8])=[CH:4][C:3]=1[NH:9][N:10]=[CH:11]C(O)=O.C([N:17]([CH2:20]C)CC)C.C1(P(N=[N+]=[N-])(C2C=CC=CC=2)=[O:29])C=CC=CC=1.[OH-].[K+]. (3) The reactants are [N:1]1[CH:6]=[CH:5][C:4]([NH2:7])=[N:3][CH:2]=1.Br[C:9]1[C:10](=[O:17])[N:11]([CH3:16])[CH:12]=[C:13]([Br:15])[CH:14]=1.CC1(C)C2C(=C(P(C3C=CC=CC=3)C3C=CC=CC=3)C=CC=2)OC2C(P(C3C=CC=CC=3)C3C=CC=CC=3)=CC=CC1=2.C(=O)([O-])[O-].[Cs+].[Cs+]. The catalyst is O1CCOCC1.C(Cl)Cl.C1C=CC(/C=C/C(/C=C/C2C=CC=CC=2)=O)=CC=1.C1C=CC(/C=C/C(/C=C/C2C=CC=CC=2)=O)=CC=1.C1C=CC(/C=C/C(/C=C/C2C=CC=CC=2)=O)=CC=1.[Pd].[Pd]. The product is [Br:15][C:13]1[CH:14]=[C:9]([NH:7][C:4]2[CH:5]=[CH:6][N:1]=[CH:2][N:3]=2)[C:10](=[O:17])[N:11]([CH3:16])[CH:12]=1. The yield is 0.490.